The task is: Predict the product of the given reaction.. This data is from Forward reaction prediction with 1.9M reactions from USPTO patents (1976-2016). (1) Given the reactants [F:1][C:2]1[CH:3]=[C:4]([CH:7]=[CH:8][C:9]=1[C@@H:10]1[N:14]2[CH:15]=[N:16][CH:17]=[C:13]2[C:12](=[O:18])[CH2:11]1)[C:5]#[N:6].[Cl-].[C:20]([O:24][C:25](=[O:28])[CH2:26][Zn+])([CH3:23])([CH3:22])[CH3:21], predict the reaction product. The product is: [C:5]([C:4]1[CH:7]=[CH:8][C:9]([C@@H:10]2[N:14]3[CH:15]=[N:16][CH:17]=[C:13]3[C@:12]([CH2:26][C:25]([O:24][C:20]([CH3:23])([CH3:22])[CH3:21])=[O:28])([OH:18])[CH2:11]2)=[C:2]([F:1])[CH:3]=1)#[N:6]. (2) The product is: [Si:10]([O:23][C:20]1[CH:21]=[CH:22][C:17]([N+:14]([O-:16])=[O:15])=[CH:18][CH:19]=1)([C:6]([CH3:9])([CH3:8])[CH3:7])([CH3:13])[CH3:12]. Given the reactants N1C=CN=C1.[C:6]([Si:10]([CH3:13])([CH3:12])Cl)([CH3:9])([CH3:8])[CH3:7].[N+:14]([C:17]1[CH:22]=[CH:21][C:20]([OH:23])=[CH:19][CH:18]=1)([O-:16])=[O:15], predict the reaction product. (3) Given the reactants [CH3:1][O:2][C:3]1[CH:4]=[C:5]2[C:9](=[CH:10][CH:11]=1)[N:8]([CH3:12])[CH:7]=[C:6]2[CH:13]=O.Cl.[NH2:16]O.O, predict the reaction product. The product is: [CH3:1][O:2][C:3]1[CH:4]=[C:5]2[C:9](=[CH:10][CH:11]=1)[N:8]([CH3:12])[CH:7]=[C:6]2[C:13]#[N:16]. (4) Given the reactants [NH2:1][C@H:2]([C:5]1[N:6]([CH:17]2[CH2:19][CH2:18]2)[C:7](=[O:16])[C:8]2[C:13]([CH:14]=1)=[CH:12][CH:11]=[CH:10][C:9]=2[CH3:15])[CH2:3][CH3:4].Cl[C:21]1[N:26]=[CH:25][N:24]=[C:23]([NH2:27])[C:22]=1[C:28]1[O:29][C:30]([CH3:33])=[N:31][N:32]=1.CCN(C(C)C)C(C)C, predict the reaction product. The product is: [NH2:27][C:23]1[N:24]=[CH:25][N:26]=[C:21]([NH:1][C@H:2]([C:5]2[N:6]([CH:17]3[CH2:18][CH2:19]3)[C:7](=[O:16])[C:8]3[C:13]([CH:14]=2)=[CH:12][CH:11]=[CH:10][C:9]=3[CH3:15])[CH2:3][CH3:4])[C:22]=1[C:28]1[O:29][C:30]([CH3:33])=[N:31][N:32]=1. (5) Given the reactants [C:1]([NH:5][C@H:6]([C:16]([O:18]C)=[O:17])[CH2:7][C:8]1[CH:13]=[CH:12][C:11]([O:14][CH3:15])=[CH:10][CH:9]=1)(=[O:4])[CH:2]=[CH2:3].[OH-].[Na+:21], predict the reaction product. The product is: [C:1]([NH:5][C@H:6]([C:16]([O-:18])=[O:17])[CH2:7][C:8]1[CH:9]=[CH:10][C:11]([O:14][CH3:15])=[CH:12][CH:13]=1)(=[O:4])[CH:2]=[CH2:3].[Na+:21]. (6) Given the reactants [CH2:1]([O:8][CH2:9][CH2:10][CH2:11][CH:12]([C:21](=[N:33][O:34]C)[C:22]#[C:23][CH:24]1[CH2:27][CH:26]([CH2:28][C:29]([CH3:32])([CH3:31])[CH3:30])[CH2:25]1)[CH2:13][C:14]([O:16][C:17]([CH3:20])([CH3:19])[CH3:18])=[O:15])[C:2]1[CH:7]=[CH:6][CH:5]=[CH:4][CH:3]=1.[I:36]Cl.S([O-])([O-])=O.[Na+].[Na+], predict the reaction product. The product is: [CH2:1]([O:8][CH2:9][CH2:10][CH2:11][CH:12]([C:21]1[C:22]([I:36])=[C:23]([CH:24]2[CH2:27][CH:26]([CH2:28][C:29]([CH3:32])([CH3:31])[CH3:30])[CH2:25]2)[O:34][N:33]=1)[CH2:13][C:14]([O:16][C:17]([CH3:20])([CH3:19])[CH3:18])=[O:15])[C:2]1[CH:7]=[CH:6][CH:5]=[CH:4][CH:3]=1.